This data is from TCR-epitope binding with 47,182 pairs between 192 epitopes and 23,139 TCRs. The task is: Binary Classification. Given a T-cell receptor sequence (or CDR3 region) and an epitope sequence, predict whether binding occurs between them. (1) The epitope is FLNGSCGSV. The TCR CDR3 sequence is CASSLVDRQGGTDDEQYF. Result: 1 (the TCR binds to the epitope). (2) The epitope is YLQPRTFLL. The TCR CDR3 sequence is CAMQEMNTGELFF. Result: 1 (the TCR binds to the epitope). (3) The epitope is GLCTLVAML. The TCR CDR3 sequence is CSGTGGTNEKLFF. Result: 1 (the TCR binds to the epitope).